This data is from Reaction yield outcomes from USPTO patents with 853,638 reactions. The task is: Predict the reaction yield, written as a fraction of the theoretical maximum amount of product (1.0 means a 100% yield; for example, 0.34 means a 34% yield). (1) The yield is 0.530. The product is [F:19][C:9]1[CH:10]=[C:11]([NH:12][C:13](=[O:18])[C:14]([F:17])([F:16])[F:15])[C:2]([C:21]#[C:20][C@@:22]2([CH3:37])[CH2:26][CH2:25][CH2:24][N:23]2[C:27]([O:29][CH2:30][C:31]2[CH:32]=[CH:33][CH:34]=[CH:35][CH:36]=2)=[O:28])=[C:3]([C:4]([O:6][CH3:7])=[O:5])[CH:8]=1. The reactants are Br[C:2]1[C:11]([NH:12][C:13](=[O:18])[C:14]([F:17])([F:16])[F:15])=[CH:10][C:9]([F:19])=[CH:8][C:3]=1[C:4]([O:6][CH3:7])=[O:5].[C:20]([C@@:22]1([CH3:37])[CH2:26][CH2:25][CH2:24][N:23]1[C:27]([O:29][CH2:30][C:31]1[CH:36]=[CH:35][CH:34]=[CH:33][CH:32]=1)=[O:28])#[CH:21].CN(C)C(=N)N(C)C. The catalyst is CN(C=O)C.CC(=O)OCC.O.Cl[Pd](Cl)([P](C1C=CC=CC=1)(C1C=CC=CC=1)C1C=CC=CC=1)[P](C1C=CC=CC=1)(C1C=CC=CC=1)C1C=CC=CC=1.[Cu]I. (2) The reactants are [CH:1]([CH:4]1[CH:8]2[CH:9]3[CH:14]([CH:5]1[CH2:6][CH2:7]2)[CH2:13][CH2:12][CH2:11][CH:10]3[NH2:15])([CH3:3])[CH3:2].C(=O)([O-])[O-].[K+].[K+].[F:22][CH:23]([F:34])[C:24]1[C:28]([C:29](Cl)=[O:30])=[C:27]([F:32])[N:26]([CH3:33])[N:25]=1. The catalyst is C(#N)C. The product is [F:34][CH:23]([F:22])[C:24]1[C:28]([C:29]([NH:15][CH:10]2[CH2:11][CH2:12][CH2:13][CH:14]3[CH:9]2[CH:8]2[CH:4]([CH:1]([CH3:3])[CH3:2])[CH:5]3[CH2:6][CH2:7]2)=[O:30])=[C:27]([F:32])[N:26]([CH3:33])[N:25]=1. The yield is 0.530.